Task: Predict the reaction yield, written as a fraction of the theoretical maximum amount of product (1.0 means a 100% yield; for example, 0.34 means a 34% yield).. Dataset: Reaction yield outcomes from USPTO patents with 853,638 reactions The reactants are CC1C=NC=C(C=1)C(NC1CCNCC1)=O.ClC1C=CC(C=O)=CC=1OCC.[Cl:29][C:30]1[CH:54]=[CH:53][C:33]([CH2:34][N:35]2[CH2:40][CH2:39][CH:38]([NH:41][C:42]([C:44]3[CH:45]=CC=[C:48]4[C:52]=3[NH:51][CH:50]=[CH:49]4)=[O:43])[CH2:37][CH2:36]2)=[CH:32][C:31]=1[O:55][CH2:56][CH3:57].B.N1C=CC=CC=1. The catalyst is ClCCCl.C(O)(=O)C. The product is [Cl:29][C:30]1[CH:54]=[CH:53][C:33]([CH2:34][N:35]2[CH2:40][CH2:39][CH:38]([NH:41][C:42](=[O:43])[C:44]3[CH:45]=[C:49]([CH3:48])[CH:50]=[N:51][CH:52]=3)[CH2:37][CH2:36]2)=[CH:32][C:31]=1[O:55][CH2:56][CH3:57]. The yield is 0.570.